This data is from Forward reaction prediction with 1.9M reactions from USPTO patents (1976-2016). The task is: Predict the product of the given reaction. (1) Given the reactants [N:1]([CH2:4][CH:5]([C:7]1[CH:8]=[C:9]([C:13](=[O:34])[C:14](=[C:25]2[NH:29][C:28]3[CH:30]=[CH:31][CH:32]=[CH:33][C:27]=3[NH:26]2)[C:15]([C:17]2[CH:22]=[C:21]([F:23])[CH:20]=[C:19]([F:24])[CH:18]=2)=[O:16])[CH:10]=[CH:11][CH:12]=1)[OH:6])=[N+]=[N-].[H][H], predict the reaction product. The product is: [NH2:1][CH2:4][CH:5]([C:7]1[CH:8]=[C:9]([C:13](=[O:34])[C:14](=[C:25]2[NH:29][C:28]3[CH:30]=[CH:31][CH:32]=[CH:33][C:27]=3[NH:26]2)[C:15]([C:17]2[CH:22]=[C:21]([F:23])[CH:20]=[C:19]([F:24])[CH:18]=2)=[O:16])[CH:10]=[CH:11][CH:12]=1)[OH:6]. (2) Given the reactants [F:1][C:2]([F:18])([F:17])[C:3]1[O:7][N:6]=[C:5]([C:8]2[S:12][C:11]([C:13]([OH:15])=O)=[CH:10][CH:9]=2)[C:4]=1[CH3:16].[NH:19]1[CH2:24][CH2:23][C@H:22]([OH:25])[C@H:21]([OH:26])[CH2:20]1.C1COCC1.CN(C=O)C, predict the reaction product. The product is: [CH3:16][C:4]1[C:5]([C:8]2[S:12][C:11]([C:13]([N:19]3[CH2:24][CH2:23][C@H:22]([OH:25])[C@H:21]([OH:26])[CH2:20]3)=[O:15])=[CH:10][CH:9]=2)=[N:6][O:7][C:3]=1[C:2]([F:1])([F:18])[F:17]. (3) Given the reactants [C:1]1([C:7]2[CH:8]=[N:9][N:10]3[CH:15]=[C:14]([C:16]4[N:21]=[C:20]([C:22]([OH:24])=O)[CH:19]=[CH:18][CH:17]=4)[CH:13]=[N:12][C:11]=23)[CH:6]=[CH:5][CH:4]=[CH:3][CH:2]=1.F[P-](F)(F)(F)(F)F.N1(O[P+](N2CCCC2)(N2CCCC2)N2CCCC2)C2C=CC=CC=2N=N1.[CH3:58][N:59]([CH3:63])[CH2:60][CH2:61][NH2:62].C(N(CC)C(C)C)(C)C, predict the reaction product. The product is: [CH3:58][N:59]([CH3:63])[CH2:60][CH2:61][NH:62][C:22]([C:20]1[CH:19]=[CH:18][CH:17]=[C:16]([C:14]2[CH:13]=[N:12][C:11]3[N:10]([N:9]=[CH:8][C:7]=3[C:1]3[CH:6]=[CH:5][CH:4]=[CH:3][CH:2]=3)[CH:15]=2)[N:21]=1)=[O:24].